From a dataset of Reaction yield outcomes from USPTO patents with 853,638 reactions. Predict the reaction yield, written as a fraction of the theoretical maximum amount of product (1.0 means a 100% yield; for example, 0.34 means a 34% yield). The reactants are [C:1]([NH2:9])(=[O:8])[C:2]1[CH:7]=[CH:6][N:5]=[CH:4][CH:3]=1.[OH:10]O. The catalyst is C(O)(=O)C. The product is [N+:5]1([O-:10])[CH:6]=[CH:7][C:2]([C:1]([NH2:9])=[O:8])=[CH:3][CH:4]=1. The yield is 0.500.